This data is from Peptide-MHC class I binding affinity with 185,985 pairs from IEDB/IMGT. The task is: Regression. Given a peptide amino acid sequence and an MHC pseudo amino acid sequence, predict their binding affinity value. This is MHC class I binding data. (1) The peptide sequence is IMRNFLRSI. The MHC is HLA-B15:03 with pseudo-sequence HLA-B15:03. The binding affinity (normalized) is 0.568. (2) The peptide sequence is VCKNFLKQ. The MHC is H-2-Kb with pseudo-sequence H-2-Kb. The binding affinity (normalized) is 0. (3) The peptide sequence is AAVEDEEFW. The MHC is HLA-B57:01 with pseudo-sequence HLA-B57:01. The binding affinity (normalized) is 0.352. (4) The peptide sequence is GMKRSFYVY. The MHC is HLA-B58:01 with pseudo-sequence HLA-B58:01. The binding affinity (normalized) is 0.0847. (5) The peptide sequence is KTDIVNTTY. The MHC is HLA-A03:01 with pseudo-sequence HLA-A03:01. The binding affinity (normalized) is 0.239. (6) The peptide sequence is ISDSNPYLTQW. The MHC is HLA-A30:02 with pseudo-sequence HLA-A30:02. The binding affinity (normalized) is 0. (7) The peptide sequence is QQWNFAGIEA. The MHC is HLA-B44:03 with pseudo-sequence HLA-B44:03. The binding affinity (normalized) is 0.160.